Predict the reactants needed to synthesize the given product. From a dataset of Full USPTO retrosynthesis dataset with 1.9M reactions from patents (1976-2016). (1) Given the product [Cl:1][C:2]1[CH:30]=[CH:29][C:5]([CH2:6][N:7]2[C:15]3[C:10](=[CH:11][C:12](/[CH:16]=[C:17]4/[C:18](=[O:28])[N:19]([C@H:23]5[CH2:27][CH2:26][N:25]([CH3:35])[CH2:24]5)[C:20](=[O:22])[S:21]/4)=[CH:13][CH:14]=3)[CH:9]=[N:8]2)=[C:4]([C:31]([F:34])([F:33])[F:32])[CH:3]=1, predict the reactants needed to synthesize it. The reactants are: [Cl:1][C:2]1[CH:30]=[CH:29][C:5]([CH2:6][N:7]2[C:15]3[C:10](=[CH:11][C:12](/[CH:16]=[C:17]4/[C:18](=[O:28])[N:19]([C@H:23]5[CH2:27][CH2:26][NH:25][CH2:24]5)[C:20](=[O:22])[S:21]/4)=[CH:13][CH:14]=3)[CH:9]=[N:8]2)=[C:4]([C:31]([F:34])([F:33])[F:32])[CH:3]=1.[CH2:35]=O. (2) Given the product [CH3:1][N:2]([CH2:4][C:5]1[CH:6]=[C:7]([C:11]2[N:19]3[C:14]([CH:15]=[CH:16][CH:17]=[CH:18]3)=[CH:13][C:12]=2[CH:20]([N:26]2[C:27]3=[N:28][CH:29]=[N:30][C:31]([NH2:33])=[C:32]3[C:24]([I:23])=[N:25]2)[CH3:21])[CH:8]=[CH:9][CH:10]=1)[CH3:3], predict the reactants needed to synthesize it. The reactants are: [CH3:1][N:2]([CH2:4][C:5]1[CH:6]=[C:7]([C:11]2[N:19]3[C:14]([CH:15]=[CH:16][CH:17]=[CH:18]3)=[CH:13][C:12]=2[CH:20](O)[CH3:21])[CH:8]=[CH:9][CH:10]=1)[CH3:3].[I:23][C:24]1[C:32]2[C:27](=[N:28][CH:29]=[N:30][C:31]=2[NH2:33])[NH:26][N:25]=1.C1C=CC(P(C2C=CC=CC=2)C2C=CC=CC=2)=CC=1.CC(OC(/N=N/C(OC(C)C)=O)=O)C.